Dataset: Reaction yield outcomes from USPTO patents with 853,638 reactions. Task: Predict the reaction yield, written as a fraction of the theoretical maximum amount of product (1.0 means a 100% yield; for example, 0.34 means a 34% yield). (1) The catalyst is CO.C(OCC)(=O)C. The reactants are [I:1][C:2]1[CH:3]=[C:4]([CH:8]=[CH:9][C:10]=1[OH:11])[C:5]([OH:7])=[O:6].S(=O)(=O)(O)O.Cl[CH2:18]Cl.C(=O)(O)[O-].[Na+]. The yield is 0.590. The product is [OH:11][C:10]1[CH:9]=[CH:8][C:4]([C:5]([O:7][CH3:18])=[O:6])=[CH:3][C:2]=1[I:1]. (2) The reactants are [O:1]1[CH2:5][CH2:4][CH2:3][C:2]1=[O:6].[C:7]1([Li])[CH:12]=[CH:11][CH:10]=[CH:9][CH:8]=1. The catalyst is C(OCC)C. The product is [OH:1][CH2:5][CH2:4][CH2:3][C:2]([C:7]1[CH:12]=[CH:11][CH:10]=[CH:9][CH:8]=1)=[O:6]. The yield is 0.970. (3) The reactants are [CH3:1][O:2][C:3]1[CH:8]=[CH:7][C:6]([C:9]2[CH2:10][CH:11]([CH3:16])[C:12](=[O:15])[NH:13][N:14]=2)=[CH:5][CH:4]=1. The catalyst is C(#N)C. The product is [CH3:1][O:2][C:3]1[CH:8]=[CH:7][C:6]([C:9]2[CH:10]=[C:11]([CH3:16])[C:12](=[O:15])[NH:13][N:14]=2)=[CH:5][CH:4]=1. The yield is 0.730. (4) The reactants are [Br:1][C:2]1[CH:16]=[C:15](/[CH:17]=[CH:18]/[CH:19]([C:24]2[CH:29]=[C:28]([Cl:30])[C:27]([Cl:31])=[C:26]([Cl:32])[CH:25]=2)[C:20]([F:23])([F:22])[F:21])[CH:14]=[CH:13][C:3]=1[C:4]([NH:6][CH:7]1[CH2:12][CH2:11][NH:10][CH2:9][CH2:8]1)=[O:5].[C:33](Cl)(=[O:35])[CH3:34]. The catalyst is C(Cl)Cl. The product is [C:33]([N:10]1[CH2:11][CH2:12][CH:7]([NH:6][C:4](=[O:5])[C:3]2[CH:13]=[CH:14][C:15](/[CH:17]=[CH:18]/[CH:19]([C:24]3[CH:25]=[C:26]([Cl:32])[C:27]([Cl:31])=[C:28]([Cl:30])[CH:29]=3)[C:20]([F:23])([F:21])[F:22])=[CH:16][C:2]=2[Br:1])[CH2:8][CH2:9]1)(=[O:35])[CH3:34]. The yield is 0.500. (5) The product is [C:35]([O:34][C:32](=[O:33])[NH:31][CH:11]([CH2:12][C:13]1[CH:30]=[CH:29][C:16]([O:17][C:18]2[CH:19]=[CH:20][C:21]([CH2:24][CH2:25][C:26](=[O:28])[NH:77][O:76][CH2:69][C:70]3[CH:75]=[CH:74][CH:73]=[CH:72][CH:71]=3)=[CH:22][CH:23]=2)=[CH:15][CH:14]=1)[C:10]([N:7]1[CH2:6][CH2:78][O:79][CH2:9][CH2:8]1)=[O:39])([CH3:38])([CH3:36])[CH3:37]. The reactants are C(N1[CH2:9][CH2:8][N:7]([C:10](=[O:39])[CH:11]([NH:31][C:32]([O:34][C:35]([CH3:38])([CH3:37])[CH3:36])=[O:33])[CH2:12][C:13]2[CH:30]=[CH:29][C:16]([O:17][C:18]3[CH:23]=[CH:22][C:21]([CH2:24][CH2:25][C:26]([OH:28])=O)=[CH:20][CH:19]=3)=[CH:15][CH:14]=2)[CH2:6]C1)(=O)C.ON1C2C=CC=CC=2N=N1.CCN=C=NCCCN(C)C.C(N(CC)CC)C.Cl.[CH2:69]([O:76][NH2:77])[C:70]1[CH:75]=[CH:74][CH:73]=[CH:72][CH:71]=1.[CH3:78][OH:79]. The yield is 0.440. The catalyst is CN(C=O)C.C(Cl)(Cl)Cl. (6) The reactants are [C:1]([O:5][C:6](=[O:25])[N:7]([CH2:9][C:10]1[CH:14]=[C:13](Br)[N:12]([S:16]([C:19]2[CH:20]=[N:21][CH:22]=[CH:23][CH:24]=2)(=[O:18])=[O:17])[CH:11]=1)[CH3:8])([CH3:4])([CH3:3])[CH3:2].[CH3:26][C:27]1[C:28](B(O)O)=[CH:29][S:30][CH:31]=1.C(=O)([O-])[O-].[Na+].[Na+]. The catalyst is COCCOC.O.C1C=CC([P]([Pd]([P](C2C=CC=CC=2)(C2C=CC=CC=2)C2C=CC=CC=2)([P](C2C=CC=CC=2)(C2C=CC=CC=2)C2C=CC=CC=2)[P](C2C=CC=CC=2)(C2C=CC=CC=2)C2C=CC=CC=2)(C2C=CC=CC=2)C2C=CC=CC=2)=CC=1. The product is [CH3:8][N:7]([CH2:9][C:10]1[CH:14]=[C:13]([C:28]2[C:27]([CH3:26])=[CH:31][S:30][CH:29]=2)[N:12]([S:16]([C:19]2[CH:20]=[N:21][CH:22]=[CH:23][CH:24]=2)(=[O:18])=[O:17])[CH:11]=1)[C:6](=[O:25])[O:5][C:1]([CH3:4])([CH3:3])[CH3:2]. The yield is 0.640.